Dataset: Reaction yield outcomes from USPTO patents with 853,638 reactions. Task: Predict the reaction yield, written as a fraction of the theoretical maximum amount of product (1.0 means a 100% yield; for example, 0.34 means a 34% yield). (1) The reactants are [Na].[CH3:2][CH:3]([C:6](=O)[CH3:7])[CH:4]=O.[CH2:9]([NH:11][C:12](=[O:16])[CH2:13][C:14]#[N:15])[CH3:10].C(O)(=O)C.N1CCCCC1. The catalyst is CN(C=O)C.C(Cl)(Cl)Cl. The product is [CH2:9]([N:11]1[C:6]([CH3:7])=[C:3]([CH3:4])[CH:2]=[C:13]([C:14]#[N:15])[C:12]1=[O:16])[CH3:10]. The yield is 0.960. (2) The reactants are [CH3:1][CH2:2][CH2:3][CH2:4][NH:5][C:6]1[CH:7]=[C:8]([C:23]([OH:25])=[O:24])[CH:9]=[C:10]([S:19]([NH2:22])(=[O:21])=[O:20])[C:11]=1[O:12][C:13]1[CH:14]=[CH:15][CH:16]=[CH:17][CH:18]=1.[C:26]([O:32][CH2:33]Cl)(=[O:31])[C:27]([CH3:30])([CH3:29])[CH3:28].C(N(CC)CC)C.[I-].[Na+]. The catalyst is CN(C)C=O. The product is [NH2:22][S:19]([C:10]1[CH:9]=[C:8]([CH:7]=[C:6]([NH:5][CH2:4][CH2:3][CH2:2][CH3:1])[C:11]=1[O:12][C:13]1[CH:18]=[CH:17][CH:16]=[CH:15][CH:14]=1)[C:23]([O:25][CH2:33][O:32][C:26]([C:27]([CH3:30])([CH3:29])[CH3:28])=[O:31])=[O:24])(=[O:21])=[O:20]. The yield is 0.600. (3) The reactants are [CH3:1][C:2]1[O:6][C:5]([C@H:7]([NH2:13])[C:8]2([CH3:12])[CH2:11][O:10][CH2:9]2)=[CH:4][CH:3]=1.C([O:16][C:17]1[C:20](=[O:21])[C:19](=O)[C:18]=1[NH:23][C:24]1[C:25]([OH:35])=[C:26]([CH:32]=[CH:33][CH:34]=1)[C:27]([N:29]([CH3:31])[CH3:30])=[O:28])C. The catalyst is CO. The yield is 0.700. The product is [OH:35][C:25]1[C:24]([NH:23][C:18]2[C:17](=[O:16])[C:20](=[O:21])[C:19]=2[NH:13][C@@H:7]([C:5]2[O:6][C:2]([CH3:1])=[CH:3][CH:4]=2)[C:8]2([CH3:12])[CH2:9][O:10][CH2:11]2)=[CH:34][CH:33]=[CH:32][C:26]=1[C:27]([N:29]([CH3:31])[CH3:30])=[O:28]. (4) The reactants are [Cl-].[Al+3].[Cl-].[Cl-].[CH3:5][O:6][C:7](=[O:30])[CH2:8][CH2:9][CH2:10][CH2:11][CH2:12][CH2:13][C:14]1[S:15][C:16]([C:19]2[CH:24]=[C:23]([Cl:25])[CH:22]=[CH:21][C:20]=2[O:26]C(C)C)=[CH:17][N:18]=1. The catalyst is C(Cl)Cl. The product is [CH3:5][O:6][C:7](=[O:30])[CH2:8][CH2:9][CH2:10][CH2:11][CH2:12][CH2:13][C:14]1[S:15][C:16]([C:19]2[CH:24]=[C:23]([Cl:25])[CH:22]=[CH:21][C:20]=2[OH:26])=[CH:17][N:18]=1. The yield is 0.640. (5) The reactants are [CH3:1][O:2][C:3]([NH:5][C@H:6]([C:10]([N:12]1[CH2:16][C@@H:15]([CH3:17])[CH2:14][C@H:13]1[C:18]1[NH:22][C:21]2[C:23]3[C:28]([CH:29]=[CH:30][C:20]=2[N:19]=1)=[CH:27][C:26]1[C:31]2[C:36]([CH2:37][O:38][C:25]=1[CH:24]=3)=[CH:35][C:34]([C:39]1[NH:43][C:42]([C@@H:44]3[CH2:48][C@H:47]([CH2:49][O:50][CH3:51])[CH2:46][N:45]3C(OC(C)(C)C)=O)=[N:41][CH:40]=1)=[CH:33][CH:32]=2)=[O:11])[CH:7]([CH3:9])[CH3:8])=[O:4].Cl.[CH3:60][O:61][C:62]([NH:64][C@H:65]([C:69]1[CH:74]=[CH:73][CH:72]=[CH:71][CH:70]=1)[C:66]([OH:68])=O)=[O:63].CCOC(C(C#N)=NOC(N1CCOCC1)=[N+](C)C)=O.F[P-](F)(F)(F)(F)F.CCN(C(C)C)C(C)C. The catalyst is C(Cl)Cl.CO.CCOC(C)=O.CN(C=O)C.CO. The product is [CH3:1][O:2][C:3]([NH:5][C@@H:6]([CH:7]([CH3:9])[CH3:8])[C:10]([N:12]1[CH2:16][C@@H:15]([CH3:17])[CH2:14][C@H:13]1[C:18]1[NH:22][C:21]2[C:23]3[C:28]([CH:29]=[CH:30][C:20]=2[N:19]=1)=[CH:27][C:26]1[C:31]2[C:36]([CH2:37][O:38][C:25]=1[CH:24]=3)=[CH:35][C:34]([C:39]1[NH:43][C:42]([C@@H:44]3[CH2:48][C@H:47]([CH2:49][O:50][CH3:51])[CH2:46][N:45]3[C:66](=[O:68])[C@H:65]([NH:64][C:62](=[O:63])[O:61][CH3:60])[C:69]3[CH:74]=[CH:73][CH:72]=[CH:71][CH:70]=3)=[N:41][CH:40]=1)=[CH:33][CH:32]=2)=[O:11])=[O:4]. The yield is 0.380. (6) The reactants are [C:1]([NH:4][CH2:5][CH2:6][CH:7]1[C:15]2[C:10](=[CH:11][CH:12]=[C:13]([NH:17][C:18](=[O:27])[CH2:19][CH2:20][C:21]3[CH:26]=[CH:25][CH:24]=[CH:23][CH:22]=3)[C:14]=2O)[CH2:9][CH2:8]1)(=[O:3])[CH3:2].C1(C)C=CC(S([O-])(=O)=O)=CC=1.[NH+]1C=CC=CC=1. The catalyst is C1(C)C(C)=CC=CC=1. The product is [C:21]1([CH2:20][CH2:19][C:18]2[O:27][C:14]3[C:15]4[CH:7]([CH2:6][CH2:5][NH:4][C:1](=[O:3])[CH3:2])[CH2:8][CH2:9][C:10]=4[CH:11]=[CH:12][C:13]=3[N:17]=2)[CH:26]=[CH:25][CH:24]=[CH:23][CH:22]=1. The yield is 0.290. (7) The reactants are C([O:3][C:4]([C:6]1[CH:7]=[C:8]2[C:13](=[C:14]([CH2:16][N:17]([CH:21]3[CH2:23][CH2:22]3)[CH:18]([CH3:20])[CH3:19])[CH:15]=1)[O:12][C:11]([CH3:25])([CH3:24])[CH2:10][C:9]2([CH3:27])[CH3:26])=[O:5])C.[OH-].[Na+]. The catalyst is C(O)C.O1CCCC1. The product is [CH:21]1([N:17]([CH2:16][C:14]2[CH:15]=[C:6]([C:4]([OH:5])=[O:3])[CH:7]=[C:8]3[C:13]=2[O:12][C:11]([CH3:24])([CH3:25])[CH2:10][C:9]3([CH3:27])[CH3:26])[CH:18]([CH3:20])[CH3:19])[CH2:23][CH2:22]1. The yield is 0.960. (8) The reactants are [C:1]([O:9][C@@H:10]1[C@H:14]([CH2:15][O:16][C:17](=[O:24])[C:18]2[CH:23]=[CH:22][CH:21]=[CH:20][CH:19]=2)[O:13][C@H:12]([N:25]2[CH:33]=[N:32][C:31]3[C:26]2=[N:27][CH:28]=[N:29][C:30]=3[NH2:34])[CH2:11]1)(=[O:8])[C:2]1[CH:7]=[CH:6][CH:5]=[CH:4][CH:3]=1.[CH3:35][O:36][C:37]1[CH:56]=[CH:55][C:40]([C:41](Cl)([C:48]2[CH:53]=[CH:52][CH:51]=[CH:50][CH:49]=2)[C:42]2[CH:47]=[CH:46][CH:45]=[CH:44][CH:43]=2)=[CH:39][CH:38]=1.CO. The catalyst is N1C=CC=CC=1. The product is [CH3:35][O:36][C:37]1[CH:56]=[CH:55][C:40]([C:41]([NH:34][C:30]2[N:29]=[CH:28][N:27]=[C:26]3[C:31]=2[N:32]=[CH:33][N:25]3[C@H:12]2[O:13][C@@H:14]([CH2:15][O:16][C:17](=[O:24])[C:18]3[CH:23]=[CH:22][CH:21]=[CH:20][CH:19]=3)[C@@H:10]([O:9][C:1](=[O:8])[C:2]3[CH:3]=[CH:4][CH:5]=[CH:6][CH:7]=3)[CH2:11]2)([C:42]2[CH:43]=[CH:44][CH:45]=[CH:46][CH:47]=2)[C:48]2[CH:53]=[CH:52][CH:51]=[CH:50][CH:49]=2)=[CH:39][CH:38]=1. The yield is 0.720.